This data is from Forward reaction prediction with 1.9M reactions from USPTO patents (1976-2016). The task is: Predict the product of the given reaction. (1) Given the reactants C(OC([NH:8][C@@H:9]([CH2:13][NH:14][C:15](=[O:24])[CH2:16][NH:17][C:18]([O:20][CH2:21][C:22]#[CH:23])=[O:19])[C:10]([OH:12])=[O:11])=O)(C)(C)C.Cl, predict the reaction product. The product is: [NH2:8][C@@H:9]([CH2:13][NH:14][C:15](=[O:24])[CH2:16][NH:17][C:18]([O:20][CH2:21][C:22]#[CH:23])=[O:19])[C:10]([OH:12])=[O:11]. (2) Given the reactants [C:1]1([NH:7][S:8]([C:11]2[CH:12]=[C:13]3[C:17](=[CH:18][CH:19]=2)[NH:16][C:15](=[O:20])[CH2:14]3)(=[O:10])=[O:9])[CH:6]=[CH:5][CH:4]=[CH:3][CH:2]=1.[CH3:21][C:22]1[C:26]([C:27]([N:29]2[CH2:34][CH2:33][N:32]([CH3:35])[CH2:31][CH2:30]2)=[O:28])=[C:25]([CH3:36])[NH:24][C:23]=1[CH:37]=O, predict the reaction product. The product is: [C:1]1([NH:7][S:8]([C:11]2[CH:12]=[C:13]3[C:17](=[CH:18][CH:19]=2)[NH:16][C:15](=[O:20])[C:14]3=[CH:37][C:23]2[NH:24][C:25]([CH3:36])=[C:26]([C:27]([N:29]3[CH2:30][CH2:31][N:32]([CH3:35])[CH2:33][CH2:34]3)=[O:28])[C:22]=2[CH3:21])(=[O:10])=[O:9])[CH:2]=[CH:3][CH:4]=[CH:5][CH:6]=1. (3) Given the reactants Cl[CH2:2][C:3]1[O:7][N:6]=[CH:5][C:4]=1[CH3:8].[C-:9]#[N:10].[K+].ClCCl.CO, predict the reaction product. The product is: [CH3:8][C:4]1[CH:5]=[N:6][O:7][C:3]=1[CH2:2][C:9]#[N:10]. (4) Given the reactants [H-].[Na+].[OH:3]/[N:4]=[C:5](\[CH3:11])/[C:6]([O:8]CC)=[O:7].Cl[CH2:13][C:14]1[CH:33]=[CH:32][C:17]([O:18][CH2:19][C:20]2[N:21]=[C:22]([C:26]3[CH:31]=[CH:30][CH:29]=[CH:28][CH:27]=3)[O:23][C:24]=2[CH3:25])=[CH:16][CH:15]=1.Cl.C(=O)(O)[O-].[Na+], predict the reaction product. The product is: [CH3:25][C:24]1[O:23][C:22]([C:26]2[CH:31]=[CH:30][CH:29]=[CH:28][CH:27]=2)=[N:21][C:20]=1[CH2:19][O:18][C:17]1[CH:32]=[CH:33][C:14]([CH2:13][O:3]/[N:4]=[C:5](\[CH3:11])/[C:6]([OH:8])=[O:7])=[CH:15][CH:16]=1. (5) The product is: [CH3:35][S:36][C:37]1[C:38]2[S:45][C:44]([C:46](=[N:25][OH:24])[C:47]([C:49]3[CH:54]=[CH:53][CH:52]=[CH:51][CH:50]=3)=[O:48])=[CH:43][C:39]=2[N:40]=[CH:41][N:42]=1. Given the reactants CC1SC2C(SC)=NC=NC=2C=1.[Li+].C[Si]([N-][Si](C)(C)C)(C)C.C[O:24][N:25](C)C(=O)C1C=CC=CC=1.[CH3:35][S:36][C:37]1[C:38]2[S:45][C:44]([CH2:46][C:47]([C:49]3[CH:54]=[CH:53][CH:52]=[CH:51][CH:50]=3)=[O:48])=[CH:43][C:39]=2[N:40]=[CH:41][N:42]=1.N([O-])=O.[Na+], predict the reaction product. (6) Given the reactants C(OC(=O)[NH:7][CH2:8][CH2:9][NH:10][CH:11]([C:23]1[CH:28]=[CH:27][C:26]([Cl:29])=[CH:25][CH:24]=1)[C:12]1[CH:17]=[CH:16][C:15]([C:18]2[CH:19]=[N:20][NH:21][CH:22]=2)=[CH:14][CH:13]=1)(C)(C)C.Cl.CO, predict the reaction product. The product is: [Cl:29][C:26]1[CH:27]=[CH:28][C:23]([CH:11]([C:12]2[CH:17]=[CH:16][C:15]([C:18]3[CH:22]=[N:21][NH:20][CH:19]=3)=[CH:14][CH:13]=2)[NH:10][CH2:9][CH2:8][NH2:7])=[CH:24][CH:25]=1.